From a dataset of Reaction yield outcomes from USPTO patents with 853,638 reactions. Predict the reaction yield, written as a fraction of the theoretical maximum amount of product (1.0 means a 100% yield; for example, 0.34 means a 34% yield). (1) The reactants are CO[C:3]([C:5]1[CH:6]=[CH:7][C:8]2[S:12][C:11]([NH2:13])=[N:10][C:9]=2[CH:14]=1)=[O:4].[CH2:15]([Mg]Br)[CH3:16].C(Cl)Cl.CO.[NH4+].[OH-].[CH2:26]([CH2:29]OC)OC. No catalyst specified. The product is [NH2:13][C:11]1[S:12][C:8]2[CH:7]=[CH:6][C:5]([C:3]([OH:4])([CH2:15][CH3:16])[CH2:26][CH3:29])=[CH:14][C:9]=2[N:10]=1. The yield is 0.420. (2) The reactants are Br[C:2]1[N:3]=[C:4]([C:23]2[O:27][N:26]=[C:25]([C:28]3[CH:33]=[CH:32][CH:31]=[CH:30][CH:29]=3)[CH:24]=2)[C:5]([N:8]([C:16]([O:18][C:19]([CH3:22])([CH3:21])[CH3:20])=[O:17])[C:9](=[O:15])[O:10][C:11]([CH3:14])([CH3:13])[CH3:12])=[N:6][CH:7]=1.B([C:37]1[CH:45]=[CH:44][C:40]([C:41]([OH:43])=[O:42])=[CH:39][CH:38]=1)(O)O.C([O-])([O-])=O.[Na+].[Na+].O. The catalyst is CC#N.C1C=CC([P]([Pd]([P](C2C=CC=CC=2)(C2C=CC=CC=2)C2C=CC=CC=2)([P](C2C=CC=CC=2)(C2C=CC=CC=2)C2C=CC=CC=2)[P](C2C=CC=CC=2)(C2C=CC=CC=2)C2C=CC=CC=2)(C2C=CC=CC=2)C2C=CC=CC=2)=CC=1. The product is [C:11]([O:10][C:9]([N:8]([C:16]([O:18][C:19]([CH3:22])([CH3:21])[CH3:20])=[O:17])[C:5]1[N:6]=[CH:7][C:2]([C:37]2[CH:45]=[CH:44][C:40]([C:41]([OH:43])=[O:42])=[CH:39][CH:38]=2)=[N:3][C:4]=1[C:23]1[O:27][N:26]=[C:25]([C:28]2[CH:33]=[CH:32][CH:31]=[CH:30][CH:29]=2)[CH:24]=1)=[O:15])([CH3:14])([CH3:13])[CH3:12]. The yield is 0.990.